Dataset: Catalyst prediction with 721,799 reactions and 888 catalyst types from USPTO. Task: Predict which catalyst facilitates the given reaction. Reactant: [C:1]([C:3]1[C:7]([C:8]2[CH:13]=[CH:12][C:11]([Cl:14])=[CH:10][C:9]=2[Cl:15])=[C:6]([C:16]2[NH:17][CH2:18][CH2:19][N:20]=2)[S:5][C:4]=1[C:21]1[CH:26]=[CH:25][N:24]=[C:23]([NH:27][C:28]([CH:30]2[CH2:32][CH2:31]2)=[O:29])[CH:22]=1)#[N:2]. Product: [C:1]([C:3]1[C:7]([C:8]2[CH:13]=[CH:12][C:11]([Cl:14])=[CH:10][C:9]=2[Cl:15])=[C:6]([C:16]2[NH:20][CH:19]=[CH:18][N:17]=2)[S:5][C:4]=1[C:21]1[CH:26]=[CH:25][N:24]=[C:23]([NH:27][C:28]([CH:30]2[CH2:32][CH2:31]2)=[O:29])[CH:22]=1)#[N:2]. The catalyst class is: 308.